Dataset: Catalyst prediction with 721,799 reactions and 888 catalyst types from USPTO. Task: Predict which catalyst facilitates the given reaction. (1) Reactant: [Br:1][CH2:2][CH2:3][CH2:4][CH2:5][CH2:6][CH2:7][CH2:8][CH2:9][CH2:10][OH:11].C(=O)(O)[O-].[Na+].[Br-].[K+].S(=O)(O)[O-].[Na+]. Product: [Br:1][CH2:2][CH2:3][CH2:4][CH2:5][CH2:6][CH2:7][CH2:8][CH2:9][CH:10]=[O:11]. The catalyst class is: 229. (2) Reactant: CS(O[CH2:6][CH2:7][S:8]([CH3:11])(=[O:10])=[O:9])(=O)=O.[NH2:12][CH2:13][CH2:14][O:15][C:16]1[CH:21]=[CH:20][C:19]([NH:22][C:23](=[O:32])[C:24]2[CH:29]=[CH:28][CH:27]=[C:26]([O:30][CH3:31])[CH:25]=2)=[CH:18][C:17]=1[C:33]1[N:37]([CH3:38])[N:36]=[CH:35][CH:34]=1. Product: [CH3:11][S:8]([CH2:7][CH2:6][NH:12][CH2:13][CH2:14][O:15][C:16]1[CH:21]=[CH:20][C:19]([NH:22][C:23](=[O:32])[C:24]2[CH:29]=[CH:28][CH:27]=[C:26]([O:30][CH3:31])[CH:25]=2)=[CH:18][C:17]=1[C:33]1[N:37]([CH3:38])[N:36]=[CH:35][CH:34]=1)(=[O:10])=[O:9]. The catalyst class is: 3. (3) Reactant: FC(F)(F)C(O)=O.[CH3:8][C@@:9]1([C:42]([F:45])([F:44])[F:43])[CH2:24][N:12]2[C:13](=[O:23])[CH:14]=[C:15]([N:17]3[CH2:22][CH2:21][O:20][CH2:19][CH2:18]3)[N:16]=[C:11]2[N:10]1[CH2:25][C:26]1[C:34]2[C:29](=[CH:30][CH:31]=[CH:32][CH:33]=2)[N:28](C(OC(C)(C)C)=O)[CH:27]=1. Product: [NH:28]1[C:29]2[C:34](=[CH:33][CH:32]=[CH:31][CH:30]=2)[C:26]([CH2:25][N:10]2[C:11]3=[N:16][C:15]([N:17]4[CH2:18][CH2:19][O:20][CH2:21][CH2:22]4)=[CH:14][C:13](=[O:23])[N:12]3[CH2:24][C@@:9]2([CH3:8])[C:42]([F:44])([F:45])[F:43])=[CH:27]1. The catalyst class is: 2. (4) Reactant: [CH2:1]([O:4][C:5]1[CH:10]=[C:9]([Cl:11])[C:8]([CH2:12][C:13]2[CH:18]=[CH:17][C:16]([O:19][CH2:20][CH3:21])=[CH:15][CH:14]=2)=[CH:7][C:6]=1[C@H:22]1[C@H:27]([OH:28])[C@@H:26]([OH:29])[C@H:25]([OH:30])[C@@H:24]([CH2:31][OH:32])[O:23]1)[CH:2]=[CH2:3].[CH2:33](Br)[C:34]1[CH:39]=[CH:38][CH:37]=[CH:36][CH:35]=1.[H-].[Na+].[NH4+].[Cl-]. Product: [CH2:1]([O:4][C:5]1[CH:10]=[C:9]([Cl:11])[C:8]([CH2:12][C:13]2[CH:18]=[CH:17][C:16]([O:19][CH2:20][CH3:21])=[CH:15][CH:14]=2)=[CH:7][C:6]=1[C@H:22]1[C@H:27]([O:28][CH2:33][C:34]2[CH:39]=[CH:38][CH:37]=[CH:36][CH:35]=2)[C@@H:26]([O:29][CH2:33][C:34]2[CH:39]=[CH:38][CH:37]=[CH:36][CH:35]=2)[C@H:25]([O:30][CH2:12][C:13]2[CH:18]=[CH:17][CH:16]=[CH:15][CH:14]=2)[C@@H:24]([CH2:31][O:32][CH2:22][C:6]2[CH:7]=[CH:8][CH:9]=[CH:10][CH:5]=2)[O:23]1)[CH:2]=[CH2:3]. The catalyst class is: 118.